This data is from Catalyst prediction with 721,799 reactions and 888 catalyst types from USPTO. The task is: Predict which catalyst facilitates the given reaction. Reactant: Cl[C:2]1[C:10]2[C:5](=[CH:6][CH:7]=[C:8]([CH:11]3[O:16][CH2:15][CH2:14][CH2:13][O:12]3)[CH:9]=2)[N:4]([CH2:17][O:18][CH2:19][CH2:20][Si:21]([CH3:24])([CH3:23])[CH3:22])[N:3]=1.[CH3:25][O:26][CH2:27][CH2:28][NH:29][CH3:30].C1(P(C2CCCCC2)C2C=CC=CC=2C2C(C(C)C)=CC(C(C)C)=CC=2C(C)C)CCCCC1.C[Si](C)(C)[N-][Si](C)(C)C.[Li+]. Product: [O:12]1[CH2:13][CH2:14][CH2:15][O:16][CH:11]1[C:8]1[CH:9]=[C:10]2[C:5](=[CH:6][CH:7]=1)[N:4]([CH2:17][O:18][CH2:19][CH2:20][Si:21]([CH3:24])([CH3:23])[CH3:22])[N:3]=[C:2]2[N:29]([CH2:28][CH2:27][O:26][CH3:25])[CH3:30]. The catalyst class is: 1.